From a dataset of Full USPTO retrosynthesis dataset with 1.9M reactions from patents (1976-2016). Predict the reactants needed to synthesize the given product. (1) Given the product [NH2:36][C@H:30]1[C@H:31]([OH:35])[C@@H:32]([CH3:34])[CH2:33][N:28]([C:19]2[C:18]([NH:17][C:15]([C:13]3[CH:12]=[CH:11][C:10]([F:44])=[C:9]([C:3]4[C:2]([F:1])=[CH:7][CH:6]=[CH:5][C:4]=4[F:8])[N:14]=3)=[O:16])=[CH:23][N:22]=[C:21]3[CH:24]([OH:27])[CH2:25][CH2:26][C:20]=23)[CH2:29]1, predict the reactants needed to synthesize it. The reactants are: [F:1][C:2]1[CH:7]=[CH:6][CH:5]=[C:4]([F:8])[C:3]=1[C:9]1[N:14]=[C:13]([C:15]([NH:17][C:18]2[C:19]([N:28]3[CH2:33][C@H:32]([CH3:34])[C@@H:31]([OH:35])[C@H:30]([NH:36]C(=O)OC(C)(C)C)[CH2:29]3)=[C:20]3[CH2:26][CH2:25][CH:24]([OH:27])[C:21]3=[N:22][CH:23]=2)=[O:16])[CH:12]=[CH:11][C:10]=1[F:44].C(O)(C(F)(F)F)=O.C(Cl)Cl. (2) Given the product [CH3:1][O:2][C:3]1[CH:4]=[C:5]2[C:10](=[CH:11][C:12]=1[O:13][CH3:14])[N:9]=[CH:8][CH:7]=[C:6]2[O:15][C:16]1[CH:22]=[CH:21][C:19]([NH:20][C:34]([NH:43][C:44]2[S:45][C:46]([CH3:50])=[C:47]([CH3:49])[N:48]=2)=[O:40])=[C:18]([F:23])[CH:17]=1, predict the reactants needed to synthesize it. The reactants are: [CH3:1][O:2][C:3]1[CH:4]=[C:5]2[C:10](=[CH:11][C:12]=1[O:13][CH3:14])[N:9]=[CH:8][CH:7]=[C:6]2[O:15][C:16]1[CH:22]=[CH:21][C:19]([NH2:20])=[C:18]([F:23])[CH:17]=1.N1C=CC=CC=1.ClC(Cl)(O[C:34](=[O:40])OC(Cl)(Cl)Cl)Cl.Cl.[NH2:43][C:44]1[S:45][C:46]([CH3:50])=[C:47]([CH3:49])[N:48]=1. (3) Given the product [CH3:24][O:14][C:13](=[O:15])[C@H:11]([OH:12])[C@H:10]([C:16]1[CH:21]=[CH:20][CH:19]=[CH:18][CH:17]=1)[NH:9][C:1](=[O:8])[C:2]1[CH:3]=[CH:4][CH:5]=[CH:6][CH:7]=1, predict the reactants needed to synthesize it. The reactants are: [C:1]([NH:9][C@@H:10]([C:16]1[CH:21]=[CH:20][CH:19]=[CH:18][CH:17]=1)[C@H:11]([C:13]([OH:15])=[O:14])[OH:12])(=[O:8])[C:2]1[CH:7]=[CH:6][CH:5]=[CH:4][CH:3]=1.[N+](=[CH2:24])=[N-]. (4) Given the product [Cl:1][C:2]1[CH:3]=[C:4]([C:8]([C:17]2[N:18]=[CH:19][NH:20][CH:21]=2)=[CH:9][C:10]2[CH:15]=[CH:14][CH:13]=[CH:12][CH:11]=2)[CH:5]=[CH:6][CH:7]=1, predict the reactants needed to synthesize it. The reactants are: [Cl:1][C:2]1[CH:3]=[C:4]([C:8]([C:17]2[N:18]=[CH:19][N:20](C(C3C=CC=CC=3)(C3C=CC=CC=3)C3C=CC=CC=3)[CH:21]=2)(O)[CH2:9][C:10]2[CH:15]=[CH:14][CH:13]=[CH:12][CH:11]=2)[CH:5]=[CH:6][CH:7]=1.CC(O)C.[OH-].[Na+]. (5) Given the product [CH2:20]([C:16]1[N:17]([CH3:19])[N:18]=[C:13]2[C:12](=[O:22])[NH:11][C:10]([C:9]3[C:4]([NH:38][CH2:37][CH2:36][O:35][CH3:34])=[N:5][CH:6]=[C:7]([S:23]([N:26]4[CH2:31][CH2:30][N:29]([CH2:32][CH3:33])[CH2:28][CH2:27]4)(=[O:24])=[O:25])[CH:8]=3)=[N:15][C:14]=12)[CH3:21], predict the reactants needed to synthesize it. The reactants are: C(O[C:4]1[C:9]([C:10]2[NH:11][C:12](=[O:22])[C:13]3[C:14](=[C:16]([CH2:20][CH3:21])[N:17]([CH3:19])[N:18]=3)[N:15]=2)=[CH:8][C:7]([S:23]([N:26]2[CH2:31][CH2:30][N:29]([CH2:32][CH3:33])[CH2:28][CH2:27]2)(=[O:25])=[O:24])=[CH:6][N:5]=1)C.[CH3:34][O:35][CH2:36][CH2:37][NH2:38].